From a dataset of Forward reaction prediction with 1.9M reactions from USPTO patents (1976-2016). Predict the product of the given reaction. (1) Given the reactants [N:1]([CH:4]1[CH:9](O)[CH2:8][CH2:7][N:6]([C:11]([O:13][CH2:14][C:15]2[CH:20]=[CH:19][CH:18]=[CH:17][CH:16]=2)=[O:12])[CH2:5]1)=[N+]=[N-].N(C1CCN(C(OCC2C=CC=CC=2)=O)CC1O)=[N+]=[N-].C1C=CC(P(C2C=CC=CC=2)C2C=CC=CC=2)=CC=1, predict the reaction product. The product is: [CH:4]12[NH:1][CH:9]1[CH2:8][CH2:7][N:6]([C:11]([O:13][CH2:14][C:15]1[CH:20]=[CH:19][CH:18]=[CH:17][CH:16]=1)=[O:12])[CH2:5]2. (2) Given the reactants [CH3:1][C:2]1[O:6][CH2:5][C:4](=[O:7])[CH:3]=1.[Cl-].[Ca+2].[Cl-].[CH:11](=O)[C:12]1[CH:22]=[C:19]([O:20][CH3:21])[C:17]([OH:18])=[C:14]([O:15][CH3:16])[CH:13]=1.B(OC(CC)C)(OC(CC)C)OC(CC)C, predict the reaction product. The product is: [OH:18][C:17]1[C:19]([O:20][CH3:21])=[CH:22][C:12]([CH:11]=[C:5]2[C:4](=[O:7])[CH:3]=[C:2]([CH3:1])[O:6]2)=[CH:13][C:14]=1[O:15][CH3:16]. (3) Given the reactants Br[C:2]1[CH:3]=[CH:4][C:5]([Cl:14])=[C:6]([C:8]2[CH:9]=[N:10][CH:11]=[CH:12][CH:13]=2)[CH:7]=1.[B:15]1([B:15]2[O:20][CH2:19][C:18]([CH3:22])([CH3:21])[CH2:17][O:16]2)[O:20][CH2:19][C:18]([CH3:22])([CH3:21])[CH2:17][O:16]1.C([O-])(=O)C.[K+], predict the reaction product. The product is: [Cl:14][C:5]1[CH:4]=[CH:3][C:2]([B:15]2[O:20][CH2:19][C:18]([CH3:22])([CH3:21])[CH2:17][O:16]2)=[CH:7][C:6]=1[C:8]1[CH:9]=[N:10][CH:11]=[CH:12][CH:13]=1. (4) Given the reactants C(N(CC)C(C)C)(C)C.[NH2:10][CH:11]([C:14]1[N:15]([C:24]2[CH:29]=[CH:28][CH:27]=[CH:26][CH:25]=2)[C:16](=[O:23])[C:17]2[S:22][CH:21]=[CH:20][C:18]=2[N:19]=1)[CH2:12][CH3:13].Cl[C:31]1[N:39]=[CH:38][N:37]=[C:36]2[C:32]=1[N:33]=[CH:34][N:35]2[CH:40]1[CH2:45][CH2:44][CH2:43][CH2:42][O:41]1.C(O)C, predict the reaction product. The product is: [C:24]1([N:15]2[C:16](=[O:23])[C:17]3[S:22][CH:21]=[CH:20][C:18]=3[N:19]=[C:14]2[CH:11]([NH:10][C:31]2[N:39]=[CH:38][N:37]=[C:36]3[C:32]=2[N:33]=[CH:34][N:35]3[CH:40]2[CH2:45][CH2:44][CH2:43][CH2:42][O:41]2)[CH2:12][CH3:13])[CH:29]=[CH:28][CH:27]=[CH:26][CH:25]=1. (5) Given the reactants [Si]([O:8][CH2:9][C:10]1[O:14][N:13]=[C:12]([NH:15][C:16]([N:18]2[CH2:23][CH2:22][O:21][C:20]3[CH:24]=[C:25]([O:28][C:29]4[C:38]5[C:33](=[CH:34][C:35]([O:41][CH3:42])=[C:36]([O:39][CH3:40])[CH:37]=5)[N:32]=[CH:31][CH:30]=4)[CH:26]=[CH:27][C:19]2=3)=[O:17])[CH:11]=1)(C(C)(C)C)(C)C.[ClH:43], predict the reaction product. The product is: [ClH:43].[CH3:40][O:39][C:36]1[CH:37]=[C:38]2[C:33](=[CH:34][C:35]=1[O:41][CH3:42])[N:32]=[CH:31][CH:30]=[C:29]2[O:28][C:25]1[CH:26]=[CH:27][C:19]2[N:18]([C:16]([NH:15][C:12]3[CH:11]=[C:10]([CH2:9][OH:8])[O:14][N:13]=3)=[O:17])[CH2:23][CH2:22][O:21][C:20]=2[CH:24]=1.